From a dataset of NCI-60 drug combinations with 297,098 pairs across 59 cell lines. Regression. Given two drug SMILES strings and cell line genomic features, predict the synergy score measuring deviation from expected non-interaction effect. (1) Drug 1: C1C(C(OC1N2C=NC3=C(N=C(N=C32)Cl)N)CO)O. Drug 2: CC(C)CN1C=NC2=C1C3=CC=CC=C3N=C2N. Cell line: SK-MEL-5. Synergy scores: CSS=36.7, Synergy_ZIP=-4.16, Synergy_Bliss=-7.20, Synergy_Loewe=-9.00, Synergy_HSA=-8.03. (2) Drug 1: CCC(=C(C1=CC=CC=C1)C2=CC=C(C=C2)OCCN(C)C)C3=CC=CC=C3.C(C(=O)O)C(CC(=O)O)(C(=O)O)O. Synergy scores: CSS=1.49, Synergy_ZIP=0.636, Synergy_Bliss=2.00, Synergy_Loewe=-1.15, Synergy_HSA=0.0408. Cell line: MCF7. Drug 2: CNC(=O)C1=NC=CC(=C1)OC2=CC=C(C=C2)NC(=O)NC3=CC(=C(C=C3)Cl)C(F)(F)F. (3) Drug 1: CC1=C2C(C(=O)C3(C(CC4C(C3C(C(C2(C)C)(CC1OC(=O)C(C(C5=CC=CC=C5)NC(=O)OC(C)(C)C)O)O)OC(=O)C6=CC=CC=C6)(CO4)OC(=O)C)OC)C)OC. Drug 2: COC1=CC(=CC(=C1O)OC)C2C3C(COC3=O)C(C4=CC5=C(C=C24)OCO5)OC6C(C(C7C(O6)COC(O7)C8=CC=CS8)O)O. Cell line: A498. Synergy scores: CSS=42.5, Synergy_ZIP=-5.08, Synergy_Bliss=-4.76, Synergy_Loewe=2.81, Synergy_HSA=4.42. (4) Drug 1: C1=CC=C(C=C1)NC(=O)CCCCCCC(=O)NO. Drug 2: CC12CCC3C(C1CCC2OP(=O)(O)O)CCC4=C3C=CC(=C4)OC(=O)N(CCCl)CCCl.[Na+]. Cell line: ACHN. Synergy scores: CSS=8.20, Synergy_ZIP=-2.85, Synergy_Bliss=0.373, Synergy_Loewe=-17.6, Synergy_HSA=-0.674. (5) Drug 1: C1C(C(OC1N2C=NC3=C2NC=NCC3O)CO)O. Drug 2: C(CCl)NC(=O)N(CCCl)N=O. Cell line: SW-620. Synergy scores: CSS=11.1, Synergy_ZIP=-4.54, Synergy_Bliss=-5.01, Synergy_Loewe=-1.93, Synergy_HSA=-3.26. (6) Drug 1: CC(C1=C(C=CC(=C1Cl)F)Cl)OC2=C(N=CC(=C2)C3=CN(N=C3)C4CCNCC4)N. Drug 2: CC=C1C(=O)NC(C(=O)OC2CC(=O)NC(C(=O)NC(CSSCCC=C2)C(=O)N1)C(C)C)C(C)C. Cell line: UO-31. Synergy scores: CSS=11.9, Synergy_ZIP=1.97, Synergy_Bliss=4.48, Synergy_Loewe=5.75, Synergy_HSA=5.40. (7) Drug 1: C1=NC2=C(N=C(N=C2N1C3C(C(C(O3)CO)O)O)F)N. Drug 2: CC12CCC3C(C1CCC2O)C(CC4=C3C=CC(=C4)O)CCCCCCCCCS(=O)CCCC(C(F)(F)F)(F)F. Cell line: EKVX. Synergy scores: CSS=-1.11, Synergy_ZIP=2.29, Synergy_Bliss=4.54, Synergy_Loewe=0.831, Synergy_HSA=-0.0588. (8) Drug 1: CC12CCC3C(C1CCC2=O)CC(=C)C4=CC(=O)C=CC34C. Drug 2: C1=NC2=C(N=C(N=C2N1C3C(C(C(O3)CO)O)F)Cl)N. Cell line: SW-620. Synergy scores: CSS=55.8, Synergy_ZIP=-0.598, Synergy_Bliss=-0.637, Synergy_Loewe=-12.4, Synergy_HSA=-0.0165.